From a dataset of Cav3 T-type calcium channel HTS with 100,875 compounds. Binary Classification. Given a drug SMILES string, predict its activity (active/inactive) in a high-throughput screening assay against a specified biological target. (1) The molecule is Fc1c(C2N(C(=O)C3C2C=CCC3C)Cc2ccccc2)ccc(c1)c1ccc(cc1)C(=O)C. The result is 0 (inactive). (2) The drug is s1c(c(c2c1nc(SCC=C)nc2N)C)C. The result is 0 (inactive). (3) The compound is s1c(C(N2CCOCC2)C(NC(=O)c2occc2)C)ccc1. The result is 0 (inactive). (4) The compound is O(c1c(c(cc(c1)C)C)C)CC(=O)NCc1onc(n1)c1ccccc1. The result is 0 (inactive). (5) The drug is O=c1n(n(c(c1C(c1c(n(n(c1=O)c1ccccc1)C)C)c1ccc([N+]([O-])=O)cc1)C)C)c1ccccc1. The result is 0 (inactive). (6) The compound is O(c1cc(Nc2ncccc2C(=O)Nc2ccccc2)ccc1)C. The result is 0 (inactive). (7) The drug is Fc1ccc(CN2C(C=CCN(C(C2=O)C)C(=O)c2ccc(cc2)C)c2ccc(OC)cc2)cc1. The result is 0 (inactive). (8) The molecule is o1c(c(c(cc1=O)C)C(O)=O)C. The result is 0 (inactive). (9) The drug is O=C(Nc1c(cccc1C)C)C1(N(Cc2occc2)C(=O)CC2NC(=O)NC2=O)CCCCC1. The result is 0 (inactive).